Dataset: Full USPTO retrosynthesis dataset with 1.9M reactions from patents (1976-2016). Task: Predict the reactants needed to synthesize the given product. (1) Given the product [Cl:24][C:21]1[CH:22]=[CH:23][C:18]([CH2:17][O:3][C:4]2[C:13]3[C:8](=[CH:9][CH:10]=[CH:11][CH:12]=3)[C:7]([CH:14]=[O:15])=[CH:6][CH:5]=2)=[CH:19][CH:20]=1, predict the reactants needed to synthesize it. The reactants are: [H-].[Na+].[OH:3][C:4]1[C:13]2[C:8](=[CH:9][CH:10]=[CH:11][CH:12]=2)[C:7]([CH:14]=[O:15])=[CH:6][CH:5]=1.Br[CH2:17][C:18]1[CH:23]=[CH:22][C:21]([Cl:24])=[CH:20][CH:19]=1.Cl. (2) Given the product [CH:22]([N:12]([C:10](=[O:11])[CH2:9][CH2:8][C:3]1[CH:4]=[CH:5][CH:6]=[CH:7][C:2]=1[C:33]1[CH:34]=[CH:35][CH:36]=[CH:37][C:32]=1[CH3:31])[NH:13][C:14](=[O:21])[C:15]1[CH:20]=[CH:19][CH:18]=[CH:17][CH:16]=1)([CH3:24])[CH3:23], predict the reactants needed to synthesize it. The reactants are: Br[C:2]1[CH:7]=[CH:6][CH:5]=[CH:4][C:3]=1[CH2:8][CH2:9][C:10]([N:12]([CH:22]([CH3:24])[CH3:23])[NH:13][C:14](=[O:21])[C:15]1[CH:20]=[CH:19][CH:18]=[CH:17][CH:16]=1)=[O:11].C([O-])([O-])=O.[Na+].[Na+].[CH3:31][C:32]1[CH:37]=[CH:36][CH:35]=[CH:34][C:33]=1B(O)O. (3) Given the product [NH2:7][C@@H:2]1[CH2:3][CH2:4][CH2:5][CH2:6][C@H:1]1[N:8]1[C:12](=[O:14])[C:11]2[C:10](=[CH:18][CH:17]=[CH:16][CH:15]=2)[C:9]1=[O:19], predict the reactants needed to synthesize it. The reactants are: [C@@H:1]1([NH2:8])[CH2:6][CH2:5][CH2:4][CH2:3][C@H:2]1[NH2:7].[C:9]1(=[O:19])N[C:12](=[O:14])[C:11]2=[CH:15][CH:16]=[CH:17][CH:18]=[C:10]12. (4) The reactants are: [C:1]([C:4]1[S:5][C:6]([Br:9])=[CH:7][CH:8]=1)(=[O:3])[CH3:2].[CH3:10][N:11]([CH3:20])[C:12]1[CH:19]=[CH:18][C:15]([CH:16]=O)=[CH:14][CH:13]=1.[OH-].[K+]. Given the product [Br:9][C:6]1[S:5][C:4]([C:1](=[O:3])[CH:2]=[CH:16][C:15]2[CH:18]=[CH:19][C:12]([N:11]([CH3:20])[CH3:10])=[CH:13][CH:14]=2)=[CH:8][CH:7]=1, predict the reactants needed to synthesize it. (5) Given the product [CH3:12][C:13]1[CH:18]=[CH:17][C:16]([S:19]([O:7][CH2:6][C@@H:5]([O:8][CH3:9])[C:4]([F:11])([F:10])[F:3])(=[O:21])=[O:20])=[CH:15][CH:14]=1, predict the reactants needed to synthesize it. The reactants are: [H-].[Na+].[F:3][C:4]([F:11])([F:10])[C@H:5]([O:8][CH3:9])[CH2:6][OH:7].[CH3:12][C:13]1[CH:18]=[CH:17][C:16]([S:19](Cl)(=[O:21])=[O:20])=[CH:15][CH:14]=1. (6) Given the product [CH:1]([C:4]1[N:5]=[C:6]([CH2:9][CH2:10][C:11]2[CH:25]=[CH:24][N:14]3[C:15](=[O:23])[C:16]([CH:19]=[O:20])=[CH:17][N:18]=[C:13]3[CH:12]=2)[S:7][CH:8]=1)([CH3:3])[CH3:2], predict the reactants needed to synthesize it. The reactants are: [CH:1]([C:4]1[N:5]=[C:6]([CH2:9][CH2:10][C:11]2[CH:25]=[CH:24][N:14]3[C:15](=[O:23])[C:16]([C:19](OC)=[O:20])=[CH:17][N:18]=[C:13]3[CH:12]=2)[S:7][CH:8]=1)([CH3:3])[CH3:2].[H-].C([Al+]C(C)C)(C)C.[Cl-].[NH4+].Cl. (7) The reactants are: C(OC(=O)COC1C=CC(Cl)=CC=1C#CC1C=CC=C(S(CCC)(=O)=O)C=1)(C)(C)C.[C:31]([O:35][C:36](=[O:49])[CH2:37][O:38][C:39]1[CH:44]=[CH:43][C:42]([C:45]#[N:46])=[CH:41][C:40]=1[C:47]#[CH:48])([CH3:34])([CH3:33])[CH3:32].Br[C:51]1[CH:52]=[N:53][CH:54]=[CH:55][C:56]=1[CH3:57]. Given the product [C:31]([O:35][C:36](=[O:49])[CH2:37][O:38][C:39]1[CH:44]=[CH:43][C:42]([C:45]#[N:46])=[CH:41][C:40]=1[C:47]#[C:48][C:51]1[CH:52]=[N:53][CH:54]=[CH:55][C:56]=1[CH3:57])([CH3:34])([CH3:33])[CH3:32], predict the reactants needed to synthesize it. (8) Given the product [Br:20][C:2]1[CH:3]=[CH:4][C:5]([OH:19])=[C:6]([CH2:8][C:9]2[S:10][CH:11]=[C:12]([C:14]([O:16][CH2:17][CH3:18])=[O:15])[N:13]=2)[CH:7]=1, predict the reactants needed to synthesize it. The reactants are: Cl[C:2]1[CH:3]=[CH:4][C:5]([OH:19])=[C:6]([CH2:8][C:9]2[S:10][CH:11]=[C:12]([C:14]([O:16][CH2:17][CH3:18])=[O:15])[N:13]=2)[CH:7]=1.[Br:20]C1C=CC(O)=C(CC2SC=C(C(O)=O)N=2)C=1. (9) The reactants are: [CH2:1]([N:3]1[CH2:8][C:7]([CH3:10])([CH3:9])[O:6][C:5](=[O:11])[CH:4]1[CH2:12][C:13]([OH:15])=O)[CH3:2].C(N(C(C)C)CC)(C)C.CN(C(ON1N=NC2C=CC=NC1=2)=[N+](C)C)C.F[P-](F)(F)(F)(F)F.[CH2:49]([NH2:53])[CH:50]([CH3:52])[CH3:51]. Given the product [CH2:1]([N:3]1[CH2:8][C:7]([CH3:9])([CH3:10])[O:6][C:5](=[O:11])[CH:4]1[CH2:12][C:13]([NH:53][CH2:49][CH:50]([CH3:52])[CH3:51])=[O:15])[CH3:2], predict the reactants needed to synthesize it.